Dataset: Full USPTO retrosynthesis dataset with 1.9M reactions from patents (1976-2016). Task: Predict the reactants needed to synthesize the given product. (1) Given the product [O:1]1[C:5]2[CH:6]=[CH:7][CH:8]=[CH:9][C:4]=2[CH:3]=[C:2]1[C:10]1[CH:11]=[CH:12][C:13]([C:14]([NH:16][S:17]([C:20]2[CH:25]=[CH:24][C:23]([CH2:26][OH:27])=[CH:22][C:21]=2[S:35](=[O:42])(=[O:41])[NH2:36])(=[O:18])=[O:19])=[O:15])=[CH:43][CH:44]=1, predict the reactants needed to synthesize it. The reactants are: [O:1]1[C:5]2[CH:6]=[CH:7][CH:8]=[CH:9][C:4]=2[CH:3]=[C:2]1[C:10]1[CH:44]=[CH:43][C:13]([C:14]([NH:16][S:17]([C:20]2[CH:25]=[CH:24][C:23]([CH2:26][O:27][Si](C(C)(C)C)(C)C)=[CH:22][C:21]=2[S:35](=[O:42])(=[O:41])[NH:36]C(C)(C)C)(=[O:19])=[O:18])=[O:15])=[CH:12][CH:11]=1.FC(F)(F)C(O)=O. (2) Given the product [F:23][C:24]([F:37])([F:36])[S:25]([O:12][C:11]1[C:10]([N+:13]([O-:15])=[O:14])=[CH:9][C:6]([CH:7]=[O:8])=[CH:5][C:4]=1[O:3][CH2:1][CH3:2])(=[O:27])=[O:26], predict the reactants needed to synthesize it. The reactants are: [CH2:1]([O:3][C:4]1[CH:5]=[C:6]([CH:9]=[C:10]([N+:13]([O-:15])=[O:14])[C:11]=1[OH:12])[CH:7]=[O:8])[CH3:2].C(N(CC)CC)C.[F:23][C:24]([F:37])([F:36])[S:25](O[S:25]([C:24]([F:37])([F:36])[F:23])(=[O:27])=[O:26])(=[O:27])=[O:26]. (3) The reactants are: O=[C:2]([CH2:19][C:20]1[CH:25]=[C:24]([F:26])[C:23]([F:27])=[CH:22][C:21]=1[F:28])[CH2:3][C:4]([N:6]1[CH2:12][CH2:11][CH2:10][NH:9][C:8](=[O:13])[CH:7]1[CH2:14][C:15]([F:18])([F:17])[F:16])=[O:5].C([O-])(=O)C.[NH4+:33].[OH-].[NH4+]. Given the product [NH2:33]/[C:2](/[CH2:19][C:20]1[CH:25]=[C:24]([F:26])[C:23]([F:27])=[CH:22][C:21]=1[F:28])=[CH:3]\[C:4]([N:6]1[CH2:12][CH2:11][CH2:10][NH:9][C:8](=[O:13])[CH:7]1[CH2:14][C:15]([F:18])([F:17])[F:16])=[O:5], predict the reactants needed to synthesize it. (4) Given the product [CH3:23][C:21]1[NH:20][N:19]=[C:18]([O:17][C:8]2[CH:13]=[CH:12][C:11]([N+:14]([O-:16])=[O:15])=[CH:10][CH:9]=2)[CH:22]=1, predict the reactants needed to synthesize it. The reactants are: C(=O)([O-])[O-].[K+].[K+].F[C:8]1[CH:13]=[CH:12][C:11]([N+:14]([O-:16])=[O:15])=[CH:10][CH:9]=1.[OH:17][C:18]1[CH:22]=[C:21]([CH3:23])[NH:20][N:19]=1.Cl. (5) Given the product [ClH:1].[F:20][C:14]1[CH:15]=[CH:16][C:17]([F:19])=[CH:18][C:13]=1[C@H:9]1[CH2:10][CH2:11][CH2:12][NH:8]1, predict the reactants needed to synthesize it. The reactants are: [ClH:1].C([S@@]([N:8]1[CH2:12][CH2:11][CH2:10][C@@H:9]1[C:13]1[CH:18]=[C:17]([F:19])[CH:16]=[CH:15][C:14]=1[F:20])=O)(C)(C)C. (6) Given the product [CH3:16][CH:15]([CH3:17])[CH:11]([C:10]1[CH:9]=[N:8][C:7]([C:1]2[CH:2]=[CH:3][CH:4]=[CH:5][CH:6]=2)=[CH:14][CH:13]=1)[OH:12], predict the reactants needed to synthesize it. The reactants are: [C:1]1([C:7]2[CH:14]=[CH:13][C:10]([CH:11]=[O:12])=[CH:9][N:8]=2)[CH:6]=[CH:5][CH:4]=[CH:3][CH:2]=1.[CH:15]([Mg]Cl)([CH3:17])[CH3:16]. (7) Given the product [CH3:8][C:7]1[N:6]=[C:5]2[N:9]=[C:10]([N:12]3[CH:18]4[CH2:19][CH2:20][N:15]([CH2:16][CH2:17]4)[CH2:14][CH2:13]3)[O:11][C:4]2=[CH:3][C:2]=1[O:27][C:21]1[CH:26]=[CH:25][CH:24]=[CH:23][CH:22]=1, predict the reactants needed to synthesize it. The reactants are: Br[C:2]1[CH:3]=[C:4]2[O:11][C:10]([N:12]3[CH:18]4[CH2:19][CH2:20][N:15]([CH2:16][CH2:17]4)[CH2:14][CH2:13]3)=[N:9][C:5]2=[N:6][C:7]=1[CH3:8].[C:21]1([OH:27])[CH:26]=[CH:25][CH:24]=[CH:23][CH:22]=1.CC(C)(C)C(=O)CC(=O)C(C)(C)C.C(=O)([O-])[O-].[Cs+].[Cs+]. (8) Given the product [C:1]([C:5]1[CH:10]=[CH:9][C:8]([S:11]([NH:22][C:20]2[N:19]([C:23]3[CH:32]=[CH:31][CH:30]=[C:29]4[C:24]=3[CH:25]=[CH:26][CH:27]=[N:28]4)[N:18]=[C:17]([CH3:16])[CH:21]=2)(=[O:13])=[O:12])=[CH:7][C:6]=1[Cl:15])([CH3:4])([CH3:3])[CH3:2], predict the reactants needed to synthesize it. The reactants are: [C:1]([C:5]1[CH:10]=[CH:9][C:8]([S:11](Cl)(=[O:13])=[O:12])=[CH:7][C:6]=1[Cl:15])([CH3:4])([CH3:3])[CH3:2].[CH3:16][C:17]1[CH:21]=[C:20]([NH2:22])[N:19]([C:23]2[CH:32]=[CH:31][CH:30]=[C:29]3[C:24]=2[CH:25]=[CH:26][CH:27]=[N:28]3)[N:18]=1. (9) Given the product [Cl:32][C:33]1[CH:34]=[C:35]2[C:39](=[CH:40][CH:41]=1)[N:38]([CH2:42][C:43]([O:45][CH3:46])=[O:44])[C:37]([CH3:2])=[C:36]2[CH2:47][C:48]1[CH:53]=[CH:52][C:51](=[O:54])[N:50]([CH2:59][C:58]2[CH:61]=[CH:62][C:63]([F:65])=[CH:64][C:57]=2[F:56])[CH:49]=1, predict the reactants needed to synthesize it. The reactants are: F[C:2]1C=CC=C(F)C=1CN1C(=O)C=CC(CC2C3C(=CC=CC=3)N(CC(O)=O)C=2C)=C1.[Cl:32][C:33]1[CH:34]=[C:35]2[C:39](=[CH:40][CH:41]=1)[N:38]([CH2:42][C:43]([O:45][CH3:46])=[O:44])[CH:37]=[C:36]2[CH2:47][C:48]1[CH:49]=[N:50][C:51]([O:54]C)=[CH:52][CH:53]=1.[F:56][C:57]1[CH:64]=[C:63]([F:65])[CH:62]=[CH:61][C:58]=1[CH2:59]Br.[I-].[Na+].